From a dataset of Forward reaction prediction with 1.9M reactions from USPTO patents (1976-2016). Predict the product of the given reaction. (1) Given the reactants [NH:1]1[C:9]2[C:4](=[CH:5][C:6]([C:10]3[CH:15]=[C:14]([C:16]4[S:17][C:18]5[C:24]([C:25]6[CH:30]=[CH:29][C:28]([Cl:31])=[CH:27][CH:26]=6)=[C:23]([C@H:32]([O:37][C:38]([CH3:41])([CH3:40])[CH3:39])[C:33]([O:35]C)=[O:34])[C:22]([CH3:42])=[CH:21][C:19]=5[N:20]=4)[CH:13]=[CH:12][N:11]=3)=[CH:7][CH:8]=2)[CH:3]=[N:2]1.O, predict the reaction product. The product is: [NH:1]1[C:9]2[C:4](=[CH:5][C:6]([C:10]3[CH:15]=[C:14]([C:16]4[S:17][C:18]5[C:24]([C:25]6[CH:26]=[CH:27][C:28]([Cl:31])=[CH:29][CH:30]=6)=[C:23]([C@H:32]([O:37][C:38]([CH3:40])([CH3:39])[CH3:41])[C:33]([OH:35])=[O:34])[C:22]([CH3:42])=[CH:21][C:19]=5[N:20]=4)[CH:13]=[CH:12][N:11]=3)=[CH:7][CH:8]=2)[CH:3]=[N:2]1. (2) The product is: [F:1][C:2]1[CH:32]=[CH:31][CH:30]=[C:29]([F:33])[C:3]=1[C:4]([N:6]([CH3:36])[C:7]([N:8]([C:10]1[CH:15]=[CH:14][C:13]([S:16][C:17]([F:25])([F:26])[CH:18]([F:24])[O:19][C:20]([F:21])([F:23])[F:22])=[CH:12][C:11]=1[F:27])[CH3:9])=[O:28])=[O:5]. Given the reactants [F:1][C:2]1[CH:32]=[CH:31][CH:30]=[C:29]([F:33])[C:3]=1[C:4]([NH:6][C:7](=[O:28])[N:8]([C:10]1[CH:15]=[CH:14][C:13]([S:16][C:17]([F:26])([F:25])[CH:18]([F:24])[O:19][C:20]([F:23])([F:22])[F:21])=[CH:12][C:11]=1[F:27])[CH3:9])=[O:5].[H-].[Na+].[CH3:36]I.[Cl-].[NH4+], predict the reaction product. (3) Given the reactants [NH2:1][C:2]([CH3:25])([CH3:24])[C@H:3]([NH:8][C:9](=[O:23])[C:10]1[CH:15]=[CH:14][C:13]([C:16]#[C:17][C:18]#[C:19][C@@H:20]([OH:22])[CH3:21])=[CH:12][CH:11]=1)[C:4]([NH:6][OH:7])=[O:5].C=O.[CH2:28](N)CCC.[BH3-]C#N.[Na+], predict the reaction product. The product is: [OH:7][NH:6][C:4](=[O:5])[C@@H:3]([NH:8][C:9](=[O:23])[C:10]1[CH:15]=[CH:14][C:13]([C:16]#[C:17][C:18]#[C:19][C@@H:20]([OH:22])[CH3:21])=[CH:12][CH:11]=1)[C:2]([CH3:24])([NH:1][CH3:28])[CH3:25]. (4) Given the reactants C[O:2][C:3]([C:5]1[O:9][N:8]=[C:7]([OH:10])[CH:6]=1)=[O:4].[OH-].[Na+], predict the reaction product. The product is: [OH:10][C:7]1[CH:6]=[C:5]([C:3]([OH:4])=[O:2])[O:9][N:8]=1.